Task: Regression. Given a peptide amino acid sequence and an MHC pseudo amino acid sequence, predict their binding affinity value. This is MHC class II binding data.. Dataset: Peptide-MHC class II binding affinity with 134,281 pairs from IEDB (1) The peptide sequence is DPVKLVKMWEDEVKD. The MHC is HLA-DPA10201-DPB10501 with pseudo-sequence HLA-DPA10201-DPB10501. The binding affinity (normalized) is 0.397. (2) The peptide sequence is YKLIDNSLILLECFV. The MHC is DRB3_0101 with pseudo-sequence DRB3_0101. The binding affinity (normalized) is 0.575. (3) The peptide sequence is AEHQAIIRDVLTASD. The MHC is HLA-DPA10201-DPB10101 with pseudo-sequence HLA-DPA10201-DPB10101. The binding affinity (normalized) is 0.0767.